From a dataset of Reaction yield outcomes from USPTO patents with 853,638 reactions. Predict the reaction yield, written as a fraction of the theoretical maximum amount of product (1.0 means a 100% yield; for example, 0.34 means a 34% yield). (1) The reactants are C(=O)([O-])[O-].[K+].[K+].[CH3:7][O:8][CH2:9][CH2:10]Br.FC(F)(F)C(O)=O.[Cl:19][C:20]1[CH:21]=[C:22]([CH:42]=[CH:43][C:44]=1[F:45])[NH:23][C:24]1[C:33]2[C:28](=[CH:29][C:30]([OH:41])=[CH:31][C:32]=2[O:34][CH:35]2[CH2:40][CH2:39][O:38][CH2:37][CH2:36]2)[N:27]=[CH:26][N:25]=1. The catalyst is CN(C=O)C. The product is [Cl:19][C:20]1[CH:21]=[C:22]([CH:42]=[CH:43][C:44]=1[F:45])[NH:23][C:24]1[C:33]2[C:28](=[CH:29][C:30]([O:41][CH2:10][CH2:9][O:8][CH3:7])=[CH:31][C:32]=2[O:34][CH:35]2[CH2:40][CH2:39][O:38][CH2:37][CH2:36]2)[N:27]=[CH:26][N:25]=1. The yield is 0.780. (2) The reactants are [NH:1]1[CH2:7][CH2:6][CH2:5][CH2:4][C:3]2[CH:8]=[CH:9][CH:10]=[CH:11][C:2]1=2.[N+:12]([O-])([O-:14])=[O:13].[K+].N. The catalyst is OS(O)(=O)=O. The product is [N+:12]([C:10]1[CH:9]=[CH:8][C:3]2[CH2:4][CH2:5][CH2:6][CH2:7][NH:1][C:2]=2[CH:11]=1)([O-:14])=[O:13]. The yield is 0.510. (3) The reactants are Br[C:2]1[C:3]([C:10]#[N:11])=[CH:4][S:5][C:6]=1[N+:7]([O-:9])=[O:8].C([Sn]([C:25]1[CH:30]=[N:29][CH:28]=[CH:27][N:26]=1)(CCCC)CCCC)CCC. The catalyst is O1CCOCC1.C1C=CC([P]([Pd]([P](C2C=CC=CC=2)(C2C=CC=CC=2)C2C=CC=CC=2)([P](C2C=CC=CC=2)(C2C=CC=CC=2)C2C=CC=CC=2)[P](C2C=CC=CC=2)(C2C=CC=CC=2)C2C=CC=CC=2)(C2C=CC=CC=2)C2C=CC=CC=2)=CC=1. The product is [N+:7]([C:6]1[S:5][CH:4]=[C:3]([C:10]#[N:11])[C:2]=1[C:25]1[CH:30]=[N:29][CH:28]=[CH:27][N:26]=1)([O-:9])=[O:8]. The yield is 0.530. (4) The reactants are Cl.[CH3:2][C:3]1[C:11]([C:12](=[S:14])[NH2:13])=[C:6]2[CH:7]=[CH:8][CH:9]=[CH:10][N:5]2[N:4]=1.Cl[CH:16]([C:22]([CH:24]1[CH2:29][CH2:28][CH2:27][CH2:26][CH2:25]1)=O)[C:17]([O:19][CH2:20][CH3:21])=[O:18]. The catalyst is CC(O)C. The product is [CH:24]1([C:22]2[N:13]=[C:12]([C:11]3[C:3]([CH3:2])=[N:4][N:5]4[CH:10]=[CH:9][CH:8]=[CH:7][C:6]=34)[S:14][C:16]=2[C:17]([O:19][CH2:20][CH3:21])=[O:18])[CH2:29][CH2:28][CH2:27][CH2:26][CH2:25]1. The yield is 0.740. (5) The reactants are [C:1]12([NH2:11])[CH2:10][CH:5]3[CH2:6][CH:7]([CH2:9][CH:3]([CH2:4]3)[CH2:2]1)[CH2:8]2.[Cl:12][C:13]1[S:17][N:16]=[C:15]([CH2:18]Cl)[N:14]=1. No catalyst specified. The product is [Cl:12][C:13]1[S:17][N:16]=[C:15]([CH2:18][NH:11][C:1]23[CH2:8][CH:7]4[CH2:6][CH:5]([CH2:4][CH:3]([CH2:9]4)[CH2:2]2)[CH2:10]3)[N:14]=1. The yield is 0.720. (6) The reactants are [OH:1][C:2]1[C:3]2[C:4]3[N:15]=[CH:14][S:13][C:5]=3[NH:6][C:7](=[O:12])[C:8]=2[CH:9]=[CH:10][CH:11]=1.[Cl-:16].[CH3:17][N+:18]([CH3:20])=[CH2:19]. The catalyst is CN(C=O)C.C(#N)C. The product is [ClH:16].[CH3:17][N:18]([CH2:20][C:14]1[S:13][C:5]2[NH:6][C:7](=[O:12])[C:8]3[CH:9]=[CH:10][CH:11]=[C:2]([OH:1])[C:3]=3[C:4]=2[N:15]=1)[CH3:19]. The yield is 0.130. (7) The reactants are [Br:1][C:2]1[CH:7]=[CH:6][C:5]([CH2:8][C:9](O)=[O:10])=[C:4]([N+:12]([O-])=O)[CH:3]=1.S(=O)(=O)(O)O. The catalyst is C(O)C.[Zn]. The product is [Br:1][C:2]1[CH:3]=[C:4]2[C:5]([CH2:8][C:9](=[O:10])[NH:12]2)=[CH:6][CH:7]=1. The yield is 0.900.